Task: Regression/Classification. Given a drug SMILES string, predict its absorption, distribution, metabolism, or excretion properties. Task type varies by dataset: regression for continuous measurements (e.g., permeability, clearance, half-life) or binary classification for categorical outcomes (e.g., BBB penetration, CYP inhibition). Dataset: rlm.. Dataset: Rat liver microsome stability data (1) The molecule is Cn1ccc2c(C(=O)NCCC(N)=O)nc(-c3cccc(CO)c3)cc21. The result is 0 (unstable in rat liver microsomes). (2) The molecule is CCOc1cc(NC(=O)C2(NC(=O)c3ccc4c(C5CCCC5)c(-c5ncc(Cl)cn5)n(C)c4c3)CCC2)ncc1C=CC(=O)O. The result is 0 (unstable in rat liver microsomes). (3) The compound is Cc1ccc(C2c3nnc(O)c4cccc(c34)NC2c2ccc(CN(C)C)cc2)cc1. The result is 0 (unstable in rat liver microsomes). (4) The molecule is CC(C)COC(=O)Nc1ccc2c(c1)sc1cc(S(=O)(=O)N[C@H](C(=O)O)C(C)C)ccc12. The result is 0 (unstable in rat liver microsomes). (5) The compound is COc1ccc(OC)c(-c2nnc3ccc(-c4ccc(OC)c(O[C@@H]5CCOC5)c4)nn23)c1. The result is 1 (stable in rat liver microsomes). (6) The compound is COc1ccc2c(c1)COC(=O)N2C1CCN(CC(=O)Nc2ccc3c(c2)-c2ccccc2C3=O)CC1. The result is 1 (stable in rat liver microsomes). (7) The molecule is C=Cc1cnc(N2CCC[C@@H](N)C2)n(Cc2ccccc2C#N)c1=O. The result is 1 (stable in rat liver microsomes). (8) The compound is CC(C)(C#Cc1ccc(NC(=O)CSc2nnnn2-c2ccc(C3CC3)cc2Cl)c(Cl)c1)C(=O)O. The result is 0 (unstable in rat liver microsomes). (9) The compound is Nc1nc2c(s1)C(c1ccc(F)c(F)c1)CC(=O)N2. The result is 1 (stable in rat liver microsomes).